This data is from Forward reaction prediction with 1.9M reactions from USPTO patents (1976-2016). The task is: Predict the product of the given reaction. (1) Given the reactants [Li+].[OH-].C[O:4][C:5](=[O:27])[C:6]1[CH:11]=[CH:10][C:9]([O:12][CH3:13])=[C:8]([CH3:14])[C:7]=1[NH:15][C:16]([C:18]1[S:19][CH:20]=[C:21]([C:23]([F:26])([F:25])[F:24])[N:22]=1)=[O:17].C(O)(=O)CC(CC(O)=O)(C(O)=O)O, predict the reaction product. The product is: [CH3:13][O:12][C:9]1[CH:10]=[CH:11][C:6]([C:5]([OH:27])=[O:4])=[C:7]([NH:15][C:16]([C:18]2[S:19][CH:20]=[C:21]([C:23]([F:26])([F:24])[F:25])[N:22]=2)=[O:17])[C:8]=1[CH3:14]. (2) Given the reactants [S:1]1[CH:5]=[CH:4][N:3]=[CH:2]1.[O:6]=[C:7]1[CH2:12][CH2:11][CH:10]([C:13]([O:15][CH2:16][CH3:17])=[O:14])[CH2:9][CH2:8]1, predict the reaction product. The product is: [OH:6][C:7]1([C:2]2[S:1][CH:5]=[CH:4][N:3]=2)[CH2:8][CH2:9][CH:10]([C:13]([O:15][CH2:16][CH3:17])=[O:14])[CH2:11][CH2:12]1.